Dataset: NCI-60 drug combinations with 297,098 pairs across 59 cell lines. Task: Regression. Given two drug SMILES strings and cell line genomic features, predict the synergy score measuring deviation from expected non-interaction effect. (1) Synergy scores: CSS=20.9, Synergy_ZIP=-11.6, Synergy_Bliss=-3.33, Synergy_Loewe=-4.11, Synergy_HSA=-0.711. Cell line: A498. Drug 2: C1CCC(C(C1)N)N.C(=O)(C(=O)[O-])[O-].[Pt+4]. Drug 1: C1=CC=C(C=C1)NC(=O)CCCCCCC(=O)NO. (2) Drug 1: CN(CC1=CN=C2C(=N1)C(=NC(=N2)N)N)C3=CC=C(C=C3)C(=O)NC(CCC(=O)O)C(=O)O. Drug 2: C1=CN(C(=O)N=C1N)C2C(C(C(O2)CO)O)O.Cl. Cell line: U251. Synergy scores: CSS=32.4, Synergy_ZIP=-7.10, Synergy_Bliss=-7.94, Synergy_Loewe=-11.0, Synergy_HSA=-6.29. (3) Drug 1: CC1=C(C(=CC=C1)Cl)NC(=O)C2=CN=C(S2)NC3=CC(=NC(=N3)C)N4CCN(CC4)CCO. Drug 2: CC1C(C(CC(O1)OC2CC(CC3=C2C(=C4C(=C3O)C(=O)C5=CC=CC=C5C4=O)O)(C(=O)C)O)N)O. Cell line: OVCAR-8. Synergy scores: CSS=46.6, Synergy_ZIP=6.61, Synergy_Bliss=11.8, Synergy_Loewe=4.02, Synergy_HSA=12.8. (4) Drug 1: C1=CC(=CC=C1CC(C(=O)O)N)N(CCCl)CCCl.Cl. Drug 2: CC1=C(C(CCC1)(C)C)C=CC(=CC=CC(=CC(=O)O)C)C. Cell line: NCI/ADR-RES. Synergy scores: CSS=2.81, Synergy_ZIP=-1.27, Synergy_Bliss=0.308, Synergy_Loewe=-4.03, Synergy_HSA=-3.88. (5) Drug 1: CCN(CC)CCNC(=O)C1=C(NC(=C1C)C=C2C3=C(C=CC(=C3)F)NC2=O)C. Drug 2: CC1=C(C(=O)C2=C(C1=O)N3CC4C(C3(C2COC(=O)N)OC)N4)N. Cell line: HT29. Synergy scores: CSS=40.1, Synergy_ZIP=-10.3, Synergy_Bliss=-6.58, Synergy_Loewe=-5.03, Synergy_HSA=-0.853. (6) Drug 1: C1=CC(=CC=C1CCC2=CNC3=C2C(=O)NC(=N3)N)C(=O)NC(CCC(=O)O)C(=O)O. Drug 2: C1=CC=C(C(=C1)C(C2=CC=C(C=C2)Cl)C(Cl)Cl)Cl. Cell line: IGROV1. Synergy scores: CSS=25.0, Synergy_ZIP=-5.97, Synergy_Bliss=2.34, Synergy_Loewe=-44.2, Synergy_HSA=2.23.